This data is from Catalyst prediction with 721,799 reactions and 888 catalyst types from USPTO. The task is: Predict which catalyst facilitates the given reaction. (1) Reactant: [OH:1][C:2]1[C:7]([C:8]#[N:9])=[C:6]([CH3:10])[N:5]=[C:4]([CH3:11])[N:3]=1.[H-].[Al+3].[Li+].[H-].[H-].[H-].O1CCCC1. Product: [NH2:9][CH2:8][C:7]1[C:2]([OH:1])=[N:3][C:4]([CH3:11])=[N:5][C:6]=1[CH3:10]. The catalyst class is: 6. (2) Reactant: [CH3:1][C:2]1([CH3:32])[CH2:10][C:9]2[N:8]([C:11]3[CH:12]=[C:13]([NH:19][CH:20]4[CH2:25][CH2:24][CH:23]([OH:26])[CH2:22][CH2:21]4)[C:14]([C:17]#[N:18])=[N:15][CH:16]=3)[N:7]=[C:6]([C:27]([F:30])([F:29])[F:28])[C:5]=2[C:4](=[O:31])[CH2:3]1.CS(C)=[O:35].[OH-].[Na+].OO. The catalyst class is: 14. Product: [CH3:1][C:2]1([CH3:32])[CH2:10][C:9]2[N:8]([C:11]3[CH:12]=[C:13]([NH:19][C@H:20]4[CH2:21][CH2:22][C@H:23]([OH:26])[CH2:24][CH2:25]4)[C:14]([C:17]([NH2:18])=[O:35])=[N:15][CH:16]=3)[N:7]=[C:6]([C:27]([F:28])([F:29])[F:30])[C:5]=2[C:4](=[O:31])[CH2:3]1. (3) Reactant: [NH:1]1[CH2:8][CH2:7][CH2:6][CH2:5][CH2:4][CH2:3][CH2:2]1.C(N(CC)CC)C.Br[CH2:17][CH2:18][O:19][Si:20]([C:23]([CH3:26])([CH3:25])[CH3:24])([CH3:22])[CH3:21]. Product: [Si:20]([O:19][CH2:18][CH2:17][N:1]1[CH2:8][CH2:7][CH2:6][CH2:5][CH2:4][CH2:3][CH2:2]1)([C:23]([CH3:26])([CH3:25])[CH3:24])([CH3:22])[CH3:21]. The catalyst class is: 2.